This data is from Reaction yield outcomes from USPTO patents with 853,638 reactions. The task is: Predict the reaction yield, written as a fraction of the theoretical maximum amount of product (1.0 means a 100% yield; for example, 0.34 means a 34% yield). The product is [CH:1]([C:4]1[CH:9]=[CH:8][C:7]([O:10][C:11]([N:43]2[CH2:44][CH2:45][CH2:46][CH:41]([C:37]3[CH:38]=[CH:39][CH:40]=[C:35]([O:34][C:32]([C:31]([O:30][CH2:23][C:24]4[CH:29]=[CH:28][CH:27]=[CH:26][CH:25]=4)=[O:48])([CH3:33])[CH3:47])[CH:36]=3)[CH2:42]2)=[O:12])=[CH:6][CH:5]=1)([CH3:3])[CH3:2]. The reactants are [CH:1]([C:4]1[CH:9]=[CH:8][C:7]([OH:10])=[CH:6][CH:5]=1)([CH3:3])[CH3:2].[C:11](N1C=CN=C1)(N1C=CN=C1)=[O:12].[CH2:23]([O:30][C:31](=[O:48])[C:32]([CH3:47])([O:34][C:35]1[CH:40]=[CH:39][CH:38]=[C:37]([CH:41]2[CH2:46][CH2:45][CH2:44][NH:43][CH2:42]2)[CH:36]=1)[CH3:33])[C:24]1[CH:29]=[CH:28][CH:27]=[CH:26][CH:25]=1.Cl. The yield is 0.600. The catalyst is C1(C)C=CC=CC=1.O.